Dataset: Full USPTO retrosynthesis dataset with 1.9M reactions from patents (1976-2016). Task: Predict the reactants needed to synthesize the given product. (1) Given the product [C:1]([C:4]1[C:12]2[C:7](=[N:8][CH:9]=[CH:10][C:11]=2[O:13][CH3:14])[N:6]([CH3:19])[CH:5]=1)(=[O:3])[CH3:2], predict the reactants needed to synthesize it. The reactants are: [C:1]([C:4]1[C:12]2[C:7](=[N:8][CH:9]=[CH:10][C:11]=2[O:13][CH3:14])[NH:6][CH:5]=1)(=[O:3])[CH3:2].S(OC)(O[CH3:19])(=O)=O.C([O-])([O-])=O.[K+].[K+]. (2) Given the product [C:1]([C:3]1[CH:4]=[C:5]([C:6]([NH:8][CH3:9])=[O:7])[CH:10]=[CH:11][C:12]=1[O:13][C:45]1[CH:44]=[CH:43][C:40]2[CH2:41][CH2:42][N:36]([C:34]([O:33][C:30]([CH3:32])([CH3:31])[CH3:29])=[O:35])[CH2:37][CH2:38][C:39]=2[CH:46]=1)#[N:2], predict the reactants needed to synthesize it. The reactants are: [C:1]([C:3]1[CH:4]=[C:5]([CH:10]=[CH:11][C:12]=1[O:13]C1C=CC2CCN(C3CCC3)CCC=2C=1)[C:6]([NH:8][CH3:9])=[O:7])#[N:2].[CH3:29][C:30]([O:33][C:34]([N:36]1[CH2:42][CH2:41][C:40]2[CH:43]=[CH:44][C:45](B(O)O)=[CH:46][C:39]=2[CH2:38][CH2:37]1)=[O:35])([CH3:32])[CH3:31]. (3) Given the product [ClH:30].[Cl:33][C:10]1[CH:9]=[CH:38][C:39]([O:34][C:19]2[CH:18]=[C:17]([CH:22]=[CH:21][CH:20]=2)[CH2:16][N:14]2[CH2:13][CH2:12][C:11]3([CH2:10][CH2:9][NH:8][CH2:32][CH2:31]3)[CH2:15]2)=[CH:12][CH:11]=1, predict the reactants needed to synthesize it. The reactants are: C(OC([N:8]1[CH2:32][CH2:31][C:11]2([CH2:15][N:14]([CH2:16][C:17]3[CH:22]=[CH:21][CH:20]=[C:19](CC4C=CC([Cl:30])=CC=4)[CH:18]=3)[CH2:13][CH2:12]2)[CH2:10][CH2:9]1)=O)(C)(C)C.[ClH:33].[O:34]1[CH2:39][CH2:38]OCC1. (4) The reactants are: [O:1]1[CH2:5][CH2:4][C@H:3]([O:6][C:7]2[CH:12]=[CH:11][N:10]=[C:9]([NH2:13])[N:8]=2)[CH2:2]1.C1C(=O)N([Br:21])C(=O)C1. Given the product [Br:21][C:12]1[C:7]([O:6][C@H:3]2[CH2:4][CH2:5][O:1][CH2:2]2)=[N:8][C:9]([NH2:13])=[N:10][CH:11]=1, predict the reactants needed to synthesize it. (5) Given the product [CH2:1]([O:3][C:4]([C:6]1[C:7]([C:41]([O:43][CH2:44][CH3:45])=[O:42])=[C:8]([C:27]2[CH:28]=[CH:29][C:30]([OH:33])=[CH:31][CH:32]=2)[N:9]2[C:14]=1[C:13]([C:15]1[CH:16]=[CH:17][CH:18]=[CH:19][CH:20]=1)=[CH:12][C:11]([N:21]1[CH2:22][CH2:23][O:24][CH2:25][CH2:26]1)=[N:10]2)=[O:5])[CH3:2], predict the reactants needed to synthesize it. The reactants are: [CH2:1]([O:3][C:4]([C:6]1[C:7]([C:41]([O:43][CH2:44][CH3:45])=[O:42])=[C:8]([C:27]2[CH:32]=[CH:31][C:30]([O:33]CC3C=CC=CC=3)=[CH:29][CH:28]=2)[N:9]2[C:14]=1[C:13]([C:15]1[CH:20]=[CH:19][CH:18]=[CH:17][CH:16]=1)=[CH:12][C:11]([N:21]1[CH2:26][CH2:25][O:24][CH2:23][CH2:22]1)=[N:10]2)=[O:5])[CH3:2]. (6) Given the product [Br:7][C:6]1[C:2]([NH:1][C:16](=[O:17])[O:18][CH2:19][C:20]([Cl:23])([Cl:22])[Cl:21])=[N:3][O:4][C:5]=1[CH3:8], predict the reactants needed to synthesize it. The reactants are: [NH2:1][C:2]1[C:6]([Br:7])=[C:5]([CH3:8])[O:4][N:3]=1.N1C=CC=CC=1.Cl[C:16]([O:18][CH2:19][C:20]([Cl:23])([Cl:22])[Cl:21])=[O:17].C([O-])(O)=O.[Na+]. (7) Given the product [CH3:2][N:1]1[C:12](=[O:13])[C:11]2[N:10]([CH2:14][C:15]([NH:23][CH2:22][CH2:21][CH2:20][C:19]([F:25])([F:24])[F:18])=[O:17])[CH:9]=[N:8][C:7]=2[N:5]([CH3:6])[C:3]1=[O:4], predict the reactants needed to synthesize it. The reactants are: [N:1]1([C:12](=[O:13])[C:11]2[N:10]([CH2:14][C:15]([OH:17])=O)[CH:9]=[N:8][C:7]=2[N:5]([CH3:6])[C:3]1=[O:4])[CH3:2].[F:18][C:19]([F:25])([F:24])[CH2:20][CH2:21][CH2:22][NH2:23].C1(N=C=NC2CCCCC2)CCCCC1. (8) Given the product [F:24][C:18]1[CH:19]=[C:20]([F:23])[CH:21]=[CH:22][C:17]=1[C:13]1[CH:14]=[CH:15][CH:16]=[C:11]([N:7]2[CH2:6][CH2:5][C:4]([CH2:40][CH:41]([OH:42])[CH2:43][OH:35])([C:25]3[CH:30]=[CH:29][CH:28]=[CH:27][CH:26]=3)[O:39][C:8]2=[O:9])[CH:12]=1, predict the reactants needed to synthesize it. The reactants are: C([C:4]1([C:25]2[CH:30]=[CH:29][CH:28]=[CH:27][CH:26]=2)[O:9][C:8](=O)[N:7]([C:11]2[CH:12]=[C:13]([C:17]3[CH:22]=[CH:21][C:20]([F:23])=[CH:19][C:18]=3[F:24])[CH:14]=[CH:15][CH:16]=2)[CH2:6][CH2:5]1)C=C.C[N+]1([O-])CC[O:35]CC1.[OH2:39].[CH3:40][C:41]([CH3:43])=[O:42]. (9) Given the product [CH3:24][N:25]([CH3:27])[CH:26]=[CH:2][C:1]([C:4]1[C:9](=[O:10])[C:8]([CH3:11])=[CH:7][N:6]([C:12]2[CH:17]=[CH:16][CH:15]=[C:14]([C:18]([F:20])([F:21])[F:19])[CH:13]=2)[N:5]=1)=[O:3], predict the reactants needed to synthesize it. The reactants are: [C:1]([C:4]1[C:9](=[O:10])[C:8]([CH3:11])=[CH:7][N:6]([C:12]2[CH:17]=[CH:16][CH:15]=[C:14]([C:18]([F:21])([F:20])[F:19])[CH:13]=2)[N:5]=1)(=[O:3])[CH3:2].CO[CH:24](OC)[N:25]([CH3:27])[CH3:26]. (10) Given the product [OH:7][C:1]([C:3]([F:6])([F:5])[F:4])=[O:2].[NH:15]1[CH2:19][CH2:18][C:17]([C:20]2[CH:21]=[CH:22][C:23]([NH:26][S:27]([CH3:30])(=[O:29])=[O:28])=[CH:24][CH:25]=2)=[N:16]1, predict the reactants needed to synthesize it. The reactants are: [C:1]([OH:7])([C:3]([F:6])([F:5])[F:4])=[O:2].C(OC([N:15]1[CH2:19][CH2:18][C:17]([C:20]2[CH:25]=[CH:24][C:23]([NH:26][S:27]([CH3:30])(=[O:29])=[O:28])=[CH:22][CH:21]=2)=[N:16]1)=O)(C)(C)C.